From a dataset of Full USPTO retrosynthesis dataset with 1.9M reactions from patents (1976-2016). Predict the reactants needed to synthesize the given product. (1) Given the product [CH3:1][C:2]1[CH:3]=[CH:4][C:5]([S:9][C:10]2[CH:11]=[CH:12][CH:13]=[CH:14][C:15]=2[N:16]2[CH2:17][CH2:18][NH:19][CH2:20][CH2:21]2)=[C:6]([CH3:8])[CH:7]=1.[C:22]([O-:29])(=[O:28])[CH2:23][CH2:24][C:25]([O-:27])=[O:26], predict the reactants needed to synthesize it. The reactants are: [CH3:1][C:2]1[CH:3]=[CH:4][C:5]([S:9][C:10]2[CH:11]=[CH:12][CH:13]=[CH:14][C:15]=2[N:16]2[CH2:21][CH2:20][NH:19][CH2:18][CH2:17]2)=[C:6]([CH3:8])[CH:7]=1.[C:22]([OH:29])(=[O:28])[CH2:23][CH2:24][C:25]([OH:27])=[O:26]. (2) Given the product [F:25][CH:2]([F:1])[O:3][CH2:4][C@@H:5]([O:7][C:8]1[CH:23]=[C:22]([CH:21]=[C:10]([C:11](=[O:12])[NH:13][C:14]2[CH:19]=[N:18][C:17]([CH3:20])=[CH:16][N:15]=2)[CH:9]=1)[O:24][C:27]1[N:28]=[CH:29][C:30]([C:33]([N:35]([CH3:37])[CH3:36])=[O:34])=[N:31][CH:32]=1)[CH3:6], predict the reactants needed to synthesize it. The reactants are: [F:1][CH:2]([F:25])[O:3][CH2:4][C@@H:5]([O:7][C:8]1[CH:9]=[C:10]([CH:21]=[C:22]([OH:24])[CH:23]=1)[C:11]([NH:13][C:14]1[CH:19]=[N:18][C:17]([CH3:20])=[CH:16][N:15]=1)=[O:12])[CH3:6].Cl[C:27]1[N:28]=[CH:29][C:30]([C:33]([N:35]([CH3:37])[CH3:36])=[O:34])=[N:31][CH:32]=1.C(=O)([O-])[O-].[K+].[K+].C(OCC)(=O)C. (3) Given the product [Cl:1][C:2]1[N:10]=[CH:9][N:8]=[C:7]2[C:3]=1[N:4]=[C:5]([CH3:21])[N:6]2[CH2:11][C:12]1[CH:17]=[CH:16][C:15]([O:18][CH3:19])=[CH:14][CH:13]=1, predict the reactants needed to synthesize it. The reactants are: [Cl:1][C:2]1[N:10]=[CH:9][N:8]=[C:7]2[C:3]=1[N:4]=[CH:5][N:6]2[CH2:11][C:12]1[CH:17]=[CH:16][C:15]([O:18][CH3:19])=[CH:14][CH:13]=1.[Li+].[CH3:21]C([N-]C(C)C)C.IC.[NH4+].[Cl-]. (4) Given the product [C:13]([O:12][C:11]([NH:10][C:8]1[N:9]=[C:4]([CH2:3][CH2:2][O:1][C:29]2[CH:30]=[CH:31][C:26]([CH2:25][C@@H:24]([C:33]([O:35][CH3:36])=[O:34])[NH:23][C:21]([C:20]3[C:37]([Cl:41])=[CH:38][CH:39]=[CH:40][C:19]=3[Cl:18])=[O:22])=[CH:27][CH:28]=2)[CH:5]=[CH:6][CH:7]=1)=[O:17])([CH3:14])([CH3:16])[CH3:15], predict the reactants needed to synthesize it. The reactants are: [OH:1][CH2:2][CH2:3][C:4]1[N:9]=[C:8]([NH:10][C:11](=[O:17])[O:12][C:13]([CH3:16])([CH3:15])[CH3:14])[CH:7]=[CH:6][CH:5]=1.[Cl:18][C:19]1[CH:40]=[CH:39][CH:38]=[C:37]([Cl:41])[C:20]=1[C:21]([NH:23][C@H:24]([C:33]([O:35][CH3:36])=[O:34])[CH2:25][C:26]1[CH:31]=[CH:30][C:29](O)=[CH:28][CH:27]=1)=[O:22].C1(P(C2C=CC=CC=2)C2C=CC=CC=2)C=CC=CC=1.C1CCN(C(N=NC(N2CCCCC2)=O)=O)CC1.